Task: Regression. Given a peptide amino acid sequence and an MHC pseudo amino acid sequence, predict their binding affinity value. This is MHC class II binding data.. Dataset: Peptide-MHC class II binding affinity with 134,281 pairs from IEDB (1) The peptide sequence is PIVNRNGEVIGLYGN. The MHC is DRB3_0202 with pseudo-sequence DRB3_0202. The binding affinity (normalized) is 0.541. (2) The peptide sequence is AFVGLFSVLIALALI. The MHC is HLA-DQA10101-DQB10501 with pseudo-sequence HLA-DQA10101-DQB10501. The binding affinity (normalized) is 0.0718. (3) The peptide sequence is EKKYFIATQFEPLAA. The MHC is HLA-DQA10401-DQB10402 with pseudo-sequence HLA-DQA10401-DQB10402. The binding affinity (normalized) is 0.548.